This data is from Full USPTO retrosynthesis dataset with 1.9M reactions from patents (1976-2016). The task is: Predict the reactants needed to synthesize the given product. Given the product [ClH:26].[NH2:1][C:2]1[CH:3]=[C:4]([N:12]([CH2:20][CH2:21][CH2:22][N:23]([CH3:25])[CH3:24])[C:13](=[O:19])[O:14][C:15]([CH3:16])([CH3:17])[CH3:18])[CH:5]=[C:6]([C:8]([F:11])([F:10])[F:9])[CH:7]=1, predict the reactants needed to synthesize it. The reactants are: [NH2:1][C:2]1[CH:3]=[C:4]([N:12]([CH2:20][CH2:21][CH2:22][N:23]([CH3:25])[CH3:24])[C:13](=[O:19])[O:14][C:15]([CH3:18])([CH3:17])[CH3:16])[CH:5]=[C:6]([C:8]([F:11])([F:10])[F:9])[CH:7]=1.[ClH:26].C(OCC)C.